From a dataset of Catalyst prediction with 721,799 reactions and 888 catalyst types from USPTO. Predict which catalyst facilitates the given reaction. (1) Reactant: Br[C:2]1[CH:3]=[CH:4][C:5]([C:9]([O:11][CH3:12])=[O:10])=[N:6][C:7]=1[CH3:8].[B:13]1([B:13]2[O:17][C:16]([CH3:19])([CH3:18])[C:15]([CH3:21])([CH3:20])[O:14]2)[O:17][C:16]([CH3:19])([CH3:18])[C:15]([CH3:21])([CH3:20])[O:14]1.C([O-])(=O)C.[K+]. Product: [CH3:8][C:7]1[N:6]=[C:5]([C:9]([O:11][CH3:12])=[O:10])[CH:4]=[CH:3][C:2]=1[B:13]1[O:17][C:16]([CH3:19])([CH3:18])[C:15]([CH3:21])([CH3:20])[O:14]1. The catalyst class is: 11. (2) Reactant: [CH3:1][O:2][C:3]1[CH:11]=[CH:10][C:6]([C:7]([OH:9])=[O:8])=[CH:5][CH:4]=1.CN(CCN(C)C)C.[Li]C(CC)C.[F:25][C:26]1[CH:35]=[CH:34][CH:33]=[CH:32][C:27]=1[C:28](OC)=[O:29]. Product: [F:25][C:26]1[CH:35]=[CH:34][CH:33]=[CH:32][C:27]=1[C:28]([C:10]1[CH:11]=[C:3]([O:2][CH3:1])[CH:4]=[CH:5][C:6]=1[C:7]([OH:9])=[O:8])=[O:29]. The catalyst class is: 182. (3) Reactant: [NH2:1][CH2:2][CH:3]([NH:14][C:15](=[O:21])[O:16][C:17]([CH3:20])([CH3:19])[CH3:18])[C:4]1[CH:9]=[CH:8][CH:7]=[C:6]([C:10]([F:13])([F:12])[F:11])[CH:5]=1.C(N(CC)CC)C.Cl[C:30]([O:32][CH3:33])=[O:31]. Product: [F:11][C:10]([F:13])([F:12])[C:6]1[CH:5]=[C:4]([CH:3]([NH:14][C:15](=[O:21])[O:16][C:17]([CH3:18])([CH3:20])[CH3:19])[CH2:2][NH:1][C:30](=[O:31])[O:32][CH3:33])[CH:9]=[CH:8][CH:7]=1. The catalyst class is: 4. (4) Reactant: [CH2:1]([O:8][C:9]1[CH:14]=[CH:13][CH:12]=[C:11]([N+:15]([O-])=O)[C:10]=1[S:18][C@@H:19]([C:26]1[CH:31]=[CH:30][C:29]([O:32][CH3:33])=[CH:28][CH:27]=1)[C@@H:20]([OH:25])[C:21]([O:23][CH3:24])=[O:22])[C:2]1[CH:7]=[CH:6][CH:5]=[CH:4][CH:3]=1.O.O.[Sn](Cl)Cl.O.C([O-])(O)=O.[Na+]. Product: [NH2:15][C:11]1[CH:12]=[CH:13][CH:14]=[C:9]([O:8][CH2:1][C:2]2[CH:3]=[CH:4][CH:5]=[CH:6][CH:7]=2)[C:10]=1[S:18][C@@H:19]([C:26]1[CH:31]=[CH:30][C:29]([O:32][CH3:33])=[CH:28][CH:27]=1)[C@@H:20]([OH:25])[C:21]([O:23][CH3:24])=[O:22]. The catalyst class is: 13. (5) Reactant: Br[C:2]1[CH:23]=[C:22]([O:24][CH3:25])[C:5]2[N:6]([CH2:18][CH2:19][O:20]C)[C:7]([C:9]3[CH:14]=[CH:13][C:12]([CH:15]([CH3:17])[CH3:16])=[CH:11][CH:10]=3)=[N:8][C:4]=2[CH:3]=1.[CH3:26][N:27](C=O)C. Product: [OH:20][CH2:19][CH2:18][N:6]1[C:5]2[C:22]([O:24][CH3:25])=[CH:23][C:2]([C:26]#[N:27])=[CH:3][C:4]=2[N:8]=[C:7]1[C:9]1[CH:10]=[CH:11][C:12]([CH:15]([CH3:16])[CH3:17])=[CH:13][CH:14]=1. The catalyst class is: 267. (6) Reactant: Cl.[Cl:2][C:3]1[CH:4]=[C:5]([N:10]2[C:15](=[O:16])[CH:14]=[C:13]([O:17][CH:18]3[CH2:23][CH2:22][NH:21][CH2:20][CH2:19]3)[C:12]([C:24]#[N:25])=[N:11]2)[CH:6]=[CH:7][C:8]=1[Cl:9].CCN(C(C)C)C(C)C.Cl[C:36]1[N:41]=[CH:40][C:39]([CH:42]2[CH2:44][CH2:43]2)=[CH:38][N:37]=1.CCOC(C)=O. Product: [CH:42]1([C:39]2[CH:38]=[N:37][C:36]([N:21]3[CH2:20][CH2:19][CH:18]([O:17][C:13]4[C:12]([C:24]#[N:25])=[N:11][N:10]([C:5]5[CH:6]=[CH:7][C:8]([Cl:9])=[C:3]([Cl:2])[CH:4]=5)[C:15](=[O:16])[CH:14]=4)[CH2:23][CH2:22]3)=[N:41][CH:40]=2)[CH2:44][CH2:43]1. The catalyst class is: 37. (7) Reactant: C(OC([N:11]1[CH2:16][CH2:15][N:14]([C:17]([CH3:21])([CH3:20])[CH2:18][F:19])[CH2:13][CH2:12]1)=O)C1C=CC=CC=1. Product: [CH3:21][C:17]([N:14]1[CH2:13][CH2:12][NH:11][CH2:16][CH2:15]1)([CH3:20])[CH2:18][F:19]. The catalyst class is: 261. (8) The catalyst class is: 15. Product: [Cl:16][C:17]1[C:18]([N:24]2[C:2]([C:3]([O:5][CH3:6])=[O:4])=[CH:7][C:8]([CH3:9])=[N:25]2)=[N:19][CH:20]=[C:21]([Cl:23])[CH:22]=1. Reactant: O=[C:2]([CH2:7][C:8](=O)[CH3:9])[C:3]([O:5][CH3:6])=[O:4].O1CCCC1.[Cl:16][C:17]1[C:18]([NH:24][NH2:25])=[N:19][CH:20]=[C:21]([Cl:23])[CH:22]=1. (9) Reactant: [CH3:1][O:2][C:3](=[O:30])[C:4]1[CH:9]=[CH:8][C:7]([O:10][C:11]2[CH:16]=[CH:15][C:14]([Br:17])=[CH:13][C:12]=2/[CH:18]=[C:19]2\[C:20](=[O:29])[NH:21][C:22]3[C:27]\2=[CH:26][CH:25]=[C:24]([Cl:28])[CH:23]=3)=[CH:6][CH:5]=1.[C:31]([O:35][C:36](O[C:36]([O:35][C:31]([CH3:34])([CH3:33])[CH3:32])=[O:37])=[O:37])([CH3:34])([CH3:33])[CH3:32]. Product: [C:31]([O:35][C:36]([N:21]1[C:22]2[C:27](=[CH:26][CH:25]=[C:24]([Cl:28])[CH:23]=2)/[C:19](=[CH:18]/[C:12]2[CH:13]=[C:14]([Br:17])[CH:15]=[CH:16][C:11]=2[O:10][C:7]2[CH:8]=[CH:9][C:4]([C:3]([O:2][CH3:1])=[O:30])=[CH:5][CH:6]=2)/[C:20]1=[O:29])=[O:37])([CH3:34])([CH3:33])[CH3:32]. The catalyst class is: 277.